The task is: Predict the reactants needed to synthesize the given product.. This data is from Full USPTO retrosynthesis dataset with 1.9M reactions from patents (1976-2016). (1) Given the product [CH:26]1([NH:29][CH2:30][CH2:31][N:32]([CH3:33])[C:2]2[CH:3]=[C:4]([CH:7]=[C:8]([CH2:10][CH2:11][C:12]3[CH:17]=[C:16]([CH3:18])[CH:15]=[C:14]([N:19]4[C:23]([CH3:24])=[CH:22][CH:21]=[C:20]4[CH3:25])[N:13]=3)[CH:9]=2)[C:5]#[N:6])[CH2:28][CH2:27]1, predict the reactants needed to synthesize it. The reactants are: Br[C:2]1[CH:3]=[C:4]([CH:7]=[C:8]([CH2:10][CH2:11][C:12]2[CH:17]=[C:16]([CH3:18])[CH:15]=[C:14]([N:19]3[C:23]([CH3:24])=[CH:22][CH:21]=[C:20]3[CH3:25])[N:13]=2)[CH:9]=1)[C:5]#[N:6].[CH:26]1([NH:29][CH2:30][CH2:31][NH:32][CH3:33])[CH2:28][CH2:27]1. (2) Given the product [Cl:10][CH2:11][C:12]1[N:9]=[C:1]([C:2]2[CH:7]=[CH:6][CH:5]=[CH:4][CH:3]=2)[S:8][CH:14]=1, predict the reactants needed to synthesize it. The reactants are: [C:1]([NH2:9])(=[S:8])[C:2]1[CH:7]=[CH:6][CH:5]=[CH:4][CH:3]=1.[Cl:10][CH2:11][C:12]([CH2:14]Cl)=O.C1(C)C=CC=CC=1. (3) Given the product [F:9][C:3]1[CH:4]=[C:5]([N:16]2[CH:17]=[C:13]([CH2:12][OH:11])[N:14]=[CH:15]2)[CH:6]=[CH:7][C:2]=1[I:1], predict the reactants needed to synthesize it. The reactants are: [I:1][C:2]1[CH:7]=[CH:6][C:5](I)=[CH:4][C:3]=1[F:9].Cl.[OH:11][CH2:12][C:13]1[N:14]=[CH:15][NH:16][CH:17]=1.OC1C=CC=C2C=1N=CC=C2.C([O-])([O-])=O.[K+].[K+].